Dataset: Reaction yield outcomes from USPTO patents with 853,638 reactions. Task: Predict the reaction yield, written as a fraction of the theoretical maximum amount of product (1.0 means a 100% yield; for example, 0.34 means a 34% yield). (1) The reactants are Cl.[O:2]1[C:8]2[CH:9]=[CH:10][C:11]([B:13]([OH:15])[OH:14])=[CH:12][C:7]=2[CH2:6][NH:5][CH2:4][CH2:3]1.C(=O)(O)[O-].[Na+].[F:21][CH2:22][CH:23]1[CH2:28][CH2:27][N:26]([C:29](Cl)=[O:30])[CH2:25][CH2:24]1.C(OC(C)C)(=O)C. The catalyst is C1COCC1. The product is [F:21][CH2:22][CH:23]1[CH2:28][CH2:27][N:26]([C:29]([N:5]2[CH2:6][C:7]3[CH:12]=[C:11]([B:13]([OH:15])[OH:14])[CH:10]=[CH:9][C:8]=3[O:2][CH2:3][CH2:4]2)=[O:30])[CH2:25][CH2:24]1. The yield is 0.520. (2) The reactants are [CH3:1][C:2]1[C:6]2[C:7]([CH:11]=[CH2:12])=[CH:8][CH:9]=[CH:10][C:5]=2[O:4][C:3]=1[C:13]([NH:15][C:16]1[CH:21]=[CH:20][C:19]([C:22]2[CH:27]=[CH:26][C:25]([S:28]([NH:31][C@H:32]([C:36]([O:38][CH3:39])=[O:37])[CH:33]([CH3:35])[CH3:34])(=[O:30])=[O:29])=[CH:24][CH:23]=2)=[CH:18][CH:17]=1)=[O:14].[C:40](=O)([O-])[O-].[K+].[K+].IC. The catalyst is CN(C=O)C. The product is [CH3:40][N:31]([S:28]([C:25]1[CH:26]=[CH:27][C:22]([C:19]2[CH:18]=[CH:17][C:16]([NH:15][C:13]([C:3]3[O:4][C:5]4[CH:10]=[CH:9][CH:8]=[C:7]([CH:11]=[CH2:12])[C:6]=4[C:2]=3[CH3:1])=[O:14])=[CH:21][CH:20]=2)=[CH:23][CH:24]=1)(=[O:30])=[O:29])[C@H:32]([C:36]([O:38][CH3:39])=[O:37])[CH:33]([CH3:35])[CH3:34]. The yield is 0.634.